Task: Binary Classification. Given a T-cell receptor sequence (or CDR3 region) and an epitope sequence, predict whether binding occurs between them.. Dataset: TCR-epitope binding with 47,182 pairs between 192 epitopes and 23,139 TCRs (1) The epitope is FSKQLQQSM. The TCR CDR3 sequence is CASSVRGPSGELFF. Result: 1 (the TCR binds to the epitope). (2) The epitope is DPFRLLQNSQVFS. The TCR CDR3 sequence is CSAGRTSGGDTQYF. Result: 1 (the TCR binds to the epitope). (3) The epitope is AYILFTRFFYV. The TCR CDR3 sequence is CASSTPPGLILAKNIQYF. Result: 1 (the TCR binds to the epitope). (4) The epitope is FLNGSCGSV. The TCR CDR3 sequence is CASSTDRAAQPQHF. Result: 0 (the TCR does not bind to the epitope). (5) The epitope is ALLADKFPV. The TCR CDR3 sequence is CASGTSGPWYEQYF. Result: 0 (the TCR does not bind to the epitope). (6) The epitope is LLLGIGILV. The TCR CDR3 sequence is CASSYLVGRGAIAHYGYTF. Result: 1 (the TCR binds to the epitope).